This data is from Catalyst prediction with 721,799 reactions and 888 catalyst types from USPTO. The task is: Predict which catalyst facilitates the given reaction. (1) Reactant: [CH:1]1([CH2:4][N:5]([CH2:16][CH2:17][CH3:18])[C:6]2[N:11]=[CH:10][N:9]=[C:8]([C:12]([O:14]C)=[O:13])[CH:7]=2)[CH2:3][CH2:2]1.[Li+].[OH-]. Product: [CH:1]1([CH2:4][N:5]([CH2:16][CH2:17][CH3:18])[C:6]2[N:11]=[CH:10][N:9]=[C:8]([C:12]([OH:14])=[O:13])[CH:7]=2)[CH2:2][CH2:3]1. The catalyst class is: 636. (2) Reactant: Br[C:2]1[CH:7]=[CH:6][CH:5]=[C:4]([N:8]2[CH2:12][CH2:11][CH2:10][CH2:9]2)[N:3]=1.[CH3:13][C:14]1[C:24]([CH3:25])=[C:17]2[N:18]=[C:19]([CH:22]=[CH2:23])[CH:20]=[CH:21][N:16]2[N:15]=1.C(N(CC)CC)C.C1(C)C=CC=CC=1P(C1C=CC=CC=1C)C1C=CC=CC=1C. Product: [CH3:13][C:14]1[C:24]([CH3:25])=[C:17]2[N:18]=[C:19](/[CH:22]=[CH:23]/[C:2]3[CH:7]=[CH:6][CH:5]=[C:4]([N:8]4[CH2:12][CH2:11][CH2:10][CH2:9]4)[N:3]=3)[CH:20]=[CH:21][N:16]2[N:15]=1. The catalyst class is: 274. (3) Reactant: [H-].[Na+].[C:3]([C:7]1[CH:8]=[C:9]2[C:14](=[C:15]([F:17])[CH:16]=1)[C:13](=[O:18])[NH:12][N:11]=[CH:10]2)([CH3:6])([CH3:5])[CH3:4].[Br:19][C:20]1[CH:25]=[CH:24][C:23]([CH2:26]Cl)=[C:22]([F:28])[CH:21]=1.[NH4+].[Cl-]. Product: [Br:19][C:20]1[CH:25]=[CH:24][C:23]([CH2:26][N:12]2[N:11]=[CH:10][C:9]3[C:14](=[C:15]([F:17])[CH:16]=[C:7]([C:3]([CH3:6])([CH3:4])[CH3:5])[CH:8]=3)[C:13]2=[O:18])=[C:22]([F:28])[CH:21]=1. The catalyst class is: 3. (4) Product: [CH3:1][O:2][C:3]([C:5]1[N:13]=[C:12]2[C:8]([N:9]=[CH:10][N:11]2[C@@H:14]2[CH2:18][C@H:17]([O:19][C:38]([O:40][CH2:41][CH3:42])=[O:39])[CH:16]=[CH:15]2)=[C:7]([NH:20][C@H:21]([CH2:29][OH:30])[CH2:22][C:23]2[CH:24]=[CH:25][CH:26]=[CH:27][CH:28]=2)[N:6]=1)=[O:4]. Reactant: [CH3:1][O:2][C:3]([C:5]1[N:13]=[C:12]2[C:8]([N:9]=[CH:10][N:11]2[C@@H:14]2[CH2:18][C@H:17]([OH:19])[CH:16]=[CH:15]2)=[C:7]([NH:20][C@H:21]([CH2:29][OH:30])[CH2:22][C:23]2[CH:28]=[CH:27][CH:26]=[CH:25][CH:24]=2)[N:6]=1)=[O:4].N1C=CC=CC=1.Cl[C:38]([O:40][CH2:41][CH3:42])=[O:39].Cl. The catalyst class is: 49.